Predict the product of the given reaction. From a dataset of Forward reaction prediction with 1.9M reactions from USPTO patents (1976-2016). (1) The product is: [Cl:1][C:2]1[CH:3]=[C:4]([CH:5]=[CH:6][CH:7]=1)[O:8][CH2:16][C:17]1[CH:24]=[CH:23][CH:22]=[C:21]([N+:25]([O-:27])=[O:26])[C:18]=1[C:19]#[N:20]. Given the reactants [Cl:1][C:2]1[CH:3]=[C:4]([OH:8])[CH:5]=[CH:6][CH:7]=1.C(=O)([O-])[O-].[K+].[K+].Br[CH2:16][C:17]1[CH:24]=[CH:23][CH:22]=[C:21]([N+:25]([O-:27])=[O:26])[C:18]=1[C:19]#[N:20], predict the reaction product. (2) Given the reactants [F:1][CH:2]1[CH2:6][CH2:5][N:4]([CH2:7][CH2:8][O:9][C:10]2[CH:15]=[CH:14][C:13]([N+:16]([O-])=O)=[CH:12][C:11]=2[O:19][CH3:20])[CH2:3]1.[Cl:21][C:22]1[CH:27]=[CH:26][C:25]([C:28]2[S:32][C:31]([C:33](OC)=[O:34])=[C:30](/[N:37]=[CH:38]/N(C)C)[CH:29]=2)=[CH:24][CH:23]=1.C1(O)C=CC=CC=1, predict the reaction product. The product is: [Cl:21][C:22]1[CH:23]=[CH:24][C:25]([C:28]2[S:32][C:31]3[C:33](=[O:34])[N:16]([C:13]4[CH:14]=[CH:15][C:10]([O:9][CH2:8][CH2:7][N:4]5[CH2:5][CH2:6][CH:2]([F:1])[CH2:3]5)=[C:11]([O:19][CH3:20])[CH:12]=4)[CH:38]=[N:37][C:30]=3[CH:29]=2)=[CH:26][CH:27]=1. (3) The product is: [Br:1][C:2]1[C:3]([O:16][C:18]2[N:26]=[C:25]3[C:21]([N:22]([CH:27]4[CH2:32][CH2:31][CH2:30][CH2:29][O:28]4)[CH:23]=[N:24]3)=[CH:20][N:19]=2)=[C:4]2[C:9](=[CH:10][CH:11]=1)[N:8]([C:12](=[O:14])[CH3:13])[C@@H:7]([CH3:15])[CH2:6][CH2:5]2. Given the reactants [Br:1][C:2]1[C:3]([OH:16])=[C:4]2[C:9](=[CH:10][CH:11]=1)[N:8]([C:12](=[O:14])[CH3:13])[C@@H:7]([CH3:15])[CH2:6][CH2:5]2.Cl[C:18]1[N:26]=[C:25]2[C:21]([N:22]([CH:27]3[CH2:32][CH2:31][CH2:30][CH2:29][O:28]3)[CH:23]=[N:24]2)=[CH:20][N:19]=1.C(=O)([O-])[O-].[K+].[K+], predict the reaction product. (4) Given the reactants Cl[C:2]1[N:6]([CH2:7][CH2:8][CH2:9][C:10]([O:12][CH2:13][CH3:14])=[O:11])[C:5]2[C:15]([CH:20]([CH2:23][CH3:24])[CH2:21][CH3:22])=[CH:16][CH:17]=[C:18]([Cl:19])[C:4]=2[N:3]=1.[CH3:25][O:26][C:27]1[N:32]=[CH:31][C:30]([NH2:33])=[C:29]([CH3:34])[CH:28]=1.O.C1(C)C=CC(S(O)(=O)=O)=CC=1, predict the reaction product. The product is: [Cl:19][C:18]1[C:4]2[N:3]=[C:2]([NH:33][C:30]3[CH:31]=[N:32][C:27]([O:26][CH3:25])=[CH:28][C:29]=3[CH3:34])[N:6]([CH2:7][CH2:8][CH2:9][C:10]([O:12][CH2:13][CH3:14])=[O:11])[C:5]=2[C:15]([CH:20]([CH2:23][CH3:24])[CH2:21][CH3:22])=[CH:16][CH:17]=1. (5) Given the reactants [Mg].Br[C:3]1[CH:8]=[CH:7][C:6]([CH:9]2[CH2:11][CH2:10]2)=[CH:5][CH:4]=1.[F:12][C:13]1[CH:21]=[CH:20][CH:19]=[C:18]2[C:14]=1[C:15]([CH:45]=[O:46])=[CH:16][N:17]2[C@@H:22]1[O:39][C@H:38]([CH2:40][O:41][C:42](=[O:44])[CH3:43])[C@@H:33]([O:34][C:35](=[O:37])[CH3:36])[C@H:28]([O:29][C:30](=[O:32])[CH3:31])[C@H:23]1[O:24][C:25](=[O:27])[CH3:26].[Cl-].[NH4+], predict the reaction product. The product is: [CH:9]1([C:6]2[CH:7]=[CH:8][C:3]([CH:45]([C:15]3[C:14]4[C:18](=[CH:19][CH:20]=[CH:21][C:13]=4[F:12])[N:17]([C@@H:22]4[O:39][C@H:38]([CH2:40][O:41][C:42](=[O:44])[CH3:43])[C@@H:33]([O:34][C:35](=[O:37])[CH3:36])[C@H:28]([O:29][C:30](=[O:32])[CH3:31])[C@H:23]4[O:24][C:25](=[O:27])[CH3:26])[CH:16]=3)[OH:46])=[CH:4][CH:5]=2)[CH2:11][CH2:10]1. (6) The product is: [F:23][C:2]([F:1])([F:22])[C:3]1[CH:17]=[C:16]([C:18]([F:21])([F:20])[F:19])[CH:15]=[CH:14][C:4]=1[CH2:5][N:6]1[CH2:11][CH2:10][CH:9](/[CH:12]=[C:34]2/[C:30]([NH:29][CH:26]3[CH2:27][CH2:28][O:24][CH2:25]3)=[N:31][C:32](=[O:35])[S:33]/2)[CH2:8][CH2:7]1. Given the reactants [F:1][C:2]([F:23])([F:22])[C:3]1[CH:17]=[C:16]([C:18]([F:21])([F:20])[F:19])[CH:15]=[CH:14][C:4]=1[CH2:5][N:6]1[CH2:11][CH2:10][CH:9]([CH:12]=O)[CH2:8][CH2:7]1.[O:24]1[CH2:28][CH2:27][CH:26]([NH:29][C:30]2[CH2:34][S:33][C:32](=[O:35])[N:31]=2)[CH2:25]1.C([O-])(=O)C.[NH2+]1CCCCC1, predict the reaction product.